Dataset: Reaction yield outcomes from USPTO patents with 853,638 reactions. Task: Predict the reaction yield, written as a fraction of the theoretical maximum amount of product (1.0 means a 100% yield; for example, 0.34 means a 34% yield). The reactants are [N:1]([CH2:4]/[CH:5]=[CH:6]/[C:7]([O:9][CH3:10])=[O:8])=[N+:2]=[N-:3].[S:11]1C=CC=C1CC(O)=O.CCN(C(C)C)C(C)C.C1C[O:32][CH2:31][CH2:30]1. No catalyst specified. The product is [C:31]([S:11][CH:5]([CH2:4][N:1]=[N+:2]=[N-:3])[CH2:6][C:7]([O:9][CH3:10])=[O:8])(=[O:32])[CH3:30]. The yield is 0.810.